This data is from Catalyst prediction with 721,799 reactions and 888 catalyst types from USPTO. The task is: Predict which catalyst facilitates the given reaction. (1) Product: [C:18]([O:22][C:23]([NH:25][C@H:26]([C:33]([N:4]1[CH2:5][CH2:6][CH2:7][C@H:8]1[CH3:9])=[O:35])[CH2:27][C:28]1[N:29]=[CH:30][S:31][CH:32]=1)=[O:24])([CH3:19])([CH3:20])[CH3:21]. The catalyst class is: 7. Reactant: ON1[C:6]2[CH:7]=[CH:8][CH:9]=C[C:5]=2[N:4]=N1.C(N(CC)CC)C.[C:18]([O:22][C:23]([NH:25][C@H:26]([C:33]([OH:35])=O)[CH2:27][C:28]1[N:29]=[CH:30][S:31][CH:32]=1)=[O:24])([CH3:21])([CH3:20])[CH3:19]. (2) Reactant: [Si:1]([O:8][CH2:9][CH:10]([OH:33])[CH2:11][N:12]1[C:20]([C:21]2[CH:22]=[C:23]([CH:26]=[CH:27][CH:28]=2)[C:24]#[N:25])=[C:19]2[C:14]([N:15]([CH3:32])[C:16](=[O:31])[N:17]([CH3:30])[C:18]2=[O:29])=[CH:13]1)([C:4]([CH3:7])([CH3:6])[CH3:5])([CH3:3])[CH3:2].[H-].[Na+].Br[CH2:37][C:38]([N:40]([O:42][CH3:43])[CH3:41])=[O:39]. Product: [Si:1]([O:8][CH2:9][CH:10]([O:33][CH2:37][C:38]([N:40]([O:42][CH3:43])[CH3:41])=[O:39])[CH2:11][N:12]1[C:20]([C:21]2[CH:28]=[CH:27][CH:26]=[C:23]([C:24]#[N:25])[CH:22]=2)=[C:19]2[C:14]([N:15]([CH3:32])[C:16](=[O:31])[N:17]([CH3:30])[C:18]2=[O:29])=[CH:13]1)([C:4]([CH3:7])([CH3:6])[CH3:5])([CH3:2])[CH3:3]. The catalyst class is: 1.